Dataset: Reaction yield outcomes from USPTO patents with 853,638 reactions. Task: Predict the reaction yield, written as a fraction of the theoretical maximum amount of product (1.0 means a 100% yield; for example, 0.34 means a 34% yield). (1) The reactants are [C:1]([O:5][C:6]([NH:8][C@@:9]1([C:37]([O:39][C:40]([CH3:43])([CH3:42])[CH3:41])=[O:38])[C@H:14]([CH2:15][S:16][C:17]2[CH:22]=[CH:21][C:20]([F:23])=[C:19]([CH3:24])[CH:18]=2)[C@H:13](OS(C)(=O)=O)[C@@H:12]2[C@H:10]1[C@H:11]2[C:30]([O:32][C:33]([CH3:36])([CH3:35])[CH3:34])=[O:31])=[O:7])([CH3:4])([CH3:3])[CH3:2].C(=O)([O-])[O-].[Cs+].[Cs+].[NH:50]1[CH:54]=[N:53][C:52]([SH:55])=[N:51]1.C(O[BH-](OC(=O)C)OC(=O)C)(=O)C.[Na+]. The catalyst is CN(C)C=O. The product is [C:1]([O:5][C:6]([NH:8][C@@:9]1([C:37]([O:39][C:40]([CH3:43])([CH3:42])[CH3:41])=[O:38])[C@H:14]([CH2:15][S:16][C:17]2[CH:22]=[CH:21][C:20]([F:23])=[C:19]([CH3:24])[CH:18]=2)[C@@H:13]([S:55][C:52]2[N:53]=[CH:54][NH:50][N:51]=2)[C@@H:12]2[C@H:10]1[C@H:11]2[C:30]([O:32][C:33]([CH3:35])([CH3:34])[CH3:36])=[O:31])=[O:7])([CH3:4])([CH3:2])[CH3:3]. The yield is 0.165. (2) The reactants are [N:1]1([C:10]2[S:14][C:13]([C:15]([O:17][CH3:18])=[O:16])=[C:12]([OH:19])[CH:11]=2)[C:5]2[CH:6]=[CH:7][CH:8]=[CH:9][C:4]=2[N:3]=[CH:2]1.C(N(CC)C(C)C)(C)C.C1(N[S:36]([C:39]([F:42])([F:41])[F:40])(=[O:38])=[O:37])C=CC=CC=1. The catalyst is ClCCl.[Cl-].[Na+].O. The product is [N:1]1([C:10]2[S:14][C:13]([C:15]([O:17][CH3:18])=[O:16])=[C:12]([O:19][S:36]([C:39]([F:42])([F:41])[F:40])(=[O:38])=[O:37])[CH:11]=2)[C:5]2[CH:6]=[CH:7][CH:8]=[CH:9][C:4]=2[N:3]=[CH:2]1. The yield is 1.00.